From a dataset of Retrosynthesis with 50K atom-mapped reactions and 10 reaction types from USPTO. Predict the reactants needed to synthesize the given product. (1) The reactants are: COc1ccc(Cn2cc(-c3nc(Br)sc3C#N)cn2)cc1.Oc1ccccn1. Given the product COc1ccc(Cn2cc(-c3nc(Oc4ccccn4)sc3C#N)cn2)cc1, predict the reactants needed to synthesize it. (2) Given the product CCC1(C)Cc2ccc(C(C)C(=O)O)cc2C1, predict the reactants needed to synthesize it. The reactants are: CCC1(C)Cc2ccc(C(C)(O)C(=O)O)cc2C1. (3) Given the product O=C(O)CN(C(=O)CCl)c1cccc(C(F)(F)F)c1, predict the reactants needed to synthesize it. The reactants are: CC(C)(C)OC(=O)CN(C(=O)CCl)c1cccc(C(F)(F)F)c1. (4) Given the product COc1ncc(-c2ccc3ncnc(-c4ccnc(C(=O)N5CCN(C(C)=O)CC5)c4)c3c2)cn1, predict the reactants needed to synthesize it. The reactants are: CC(=O)N1CCN(C(=O)c2cc(-c3ncnc4ccc(Br)cc34)ccn2)CC1.COc1ncc(B(O)O)cn1. (5) Given the product CCOC(=O)c1[nH]c2ccccc2c1NC(=O)c1ccccc1, predict the reactants needed to synthesize it. The reactants are: CCOC(=O)c1[nH]c2ccccc2c1N.O=C(Cl)c1ccccc1. (6) Given the product COc1cc(C)c2c(Oc3cccc(C(F)(F)F)c3)c(OC)cc(NC(C)CCCN3C(=O)c4ccccc4C3=O)c2n1, predict the reactants needed to synthesize it. The reactants are: CC(I)CCCN1C(=O)c2ccccc2C1=O.COc1cc(C)c2c(Oc3cccc(C(F)(F)F)c3)c(OC)cc(N)c2n1. (7) Given the product CCCCCC(O)CCCC(CCCc1ccc(C(=O)OC)cc1)C(C)=O, predict the reactants needed to synthesize it. The reactants are: C=[N+]=[N-].CCCCCC(O)CCCC(CCCc1ccc(C(=O)O)cc1)C(C)=O. (8) The reactants are: C[C@@H]1CCCN1.ClCCOc1ccc(I)cc1. Given the product C[C@@H]1CCCN1CCOc1ccc(I)cc1, predict the reactants needed to synthesize it. (9) Given the product CC(=O)c1cncc(-c2cnc3c(c2)CCCN3C(=O)OC(C)(C)C)c1, predict the reactants needed to synthesize it. The reactants are: CC(=O)c1cncc(Br)c1.CC(C)(C)OC(=O)N1CCCc2cc(Br)cnc21. (10) Given the product Clc1nc(N2CCOCC2)c2sc(-c3ccc(NCCN4CCOCC4)cc3)cc2n1, predict the reactants needed to synthesize it. The reactants are: ClCCN1CCOCC1.Nc1ccc(-c2cc3nc(Cl)nc(N4CCOCC4)c3s2)cc1.